From a dataset of NCI-60 drug combinations with 297,098 pairs across 59 cell lines. Regression. Given two drug SMILES strings and cell line genomic features, predict the synergy score measuring deviation from expected non-interaction effect. (1) Drug 1: C1=CC(=CC=C1C#N)C(C2=CC=C(C=C2)C#N)N3C=NC=N3. Drug 2: C(CCl)NC(=O)N(CCCl)N=O. Cell line: 786-0. Synergy scores: CSS=9.50, Synergy_ZIP=-0.455, Synergy_Bliss=2.81, Synergy_Loewe=1.59, Synergy_HSA=3.24. (2) Drug 1: C1CN(CCN1C(=O)CCBr)C(=O)CCBr. Drug 2: C1CC(=O)NC(=O)C1N2C(=O)C3=CC=CC=C3C2=O. Cell line: OVCAR-8. Synergy scores: CSS=20.9, Synergy_ZIP=-3.28, Synergy_Bliss=3.70, Synergy_Loewe=-4.04, Synergy_HSA=-1.42.